Task: Predict the reaction yield, written as a fraction of the theoretical maximum amount of product (1.0 means a 100% yield; for example, 0.34 means a 34% yield).. Dataset: Reaction yield outcomes from USPTO patents with 853,638 reactions (1) The reactants are [CH2:1]([O:8][C:9]1[C:17]2[N:16]=[C:15]([CH2:18][CH3:19])[N:14]([CH3:20])[C:13]=2[CH:12]=[C:11](Br)[CH:10]=1)[C:2]1[CH:7]=[CH:6][CH:5]=[CH:4][CH:3]=1.C1(P(C2C=CC=CC=2)C2C=CC=CC=2)C=CC=CC=1.[CH3:41][NH:42][CH3:43].[C:44](=[O:46])=O. The catalyst is C([O-])(=O)C.[Pd+2].C([O-])(=O)C. The product is [CH3:41][N:42]([CH3:43])[C:44]([C:11]1[CH:10]=[C:9]([O:8][CH2:1][C:2]2[CH:7]=[CH:6][CH:5]=[CH:4][CH:3]=2)[C:17]2[N:16]=[C:15]([CH2:18][CH3:19])[N:14]([CH3:20])[C:13]=2[CH:12]=1)=[O:46]. The yield is 0.910. (2) The reactants are Br[C:2]1[CH:3]=[C:4]([C:8]2[C:13]3[S:14][C:15]4[CH:20]=[CH:19][CH:18]=[CH:17][C:16]=4[C:12]=3[CH:11]=[CH:10][CH:9]=2)[CH:5]=[CH:6][CH:7]=1.[I-:21].[Na+].CNC1CCCCC1NC. The catalyst is [Cu]I.O1CCOCC1. The product is [I:21][C:2]1[CH:3]=[C:4]([C:8]2[C:13]3[S:14][C:15]4[CH:20]=[CH:19][CH:18]=[CH:17][C:16]=4[C:12]=3[CH:11]=[CH:10][CH:9]=2)[CH:5]=[CH:6][CH:7]=1. The yield is 0.910. (3) The reactants are [CH3:1][O:2][C:3]1[CH:8]=[C:7]([CH2:9][CH2:10][CH3:11])[CH:6]=[CH:5][C:4]=1[CH2:12][CH2:13][CH3:14].[Br:15]N1C(=O)CCC1=O. The catalyst is C(#N)C.[Cl-].[Na+].O. The product is [Br:15][C:6]1[CH:5]=[C:4]([CH2:12][CH2:13][CH3:14])[C:3]([O:2][CH3:1])=[CH:8][C:7]=1[CH2:9][CH2:10][CH3:11]. The yield is 0.890.